From a dataset of Reaction yield outcomes from USPTO patents with 853,638 reactions. Predict the reaction yield, written as a fraction of the theoretical maximum amount of product (1.0 means a 100% yield; for example, 0.34 means a 34% yield). (1) The reactants are [CH3:1][N:2]([CH3:14])[C:3]([C:5]1[CH:10]=[CH:9][C:8](B(O)O)=[CH:7][CH:6]=1)=[O:4].Br[C:16]1[CH:21]=[CH:20][C:19]([O:22][CH2:23][CH:24]2[CH2:29][CH2:28][N:27]([C:30]([O:32][CH:33]([CH3:35])[CH3:34])=[O:31])[CH2:26][CH2:25]2)=[CH:18][CH:17]=1.C([O-])([O-])=O.[Na+].[Na+]. The yield is 0.270. The product is [CH3:1][N:2]([CH3:14])[C:3]([C:5]1[CH:10]=[CH:9][C:8]([C:16]2[CH:17]=[CH:18][C:19]([O:22][CH2:23][CH:24]3[CH2:25][CH2:26][N:27]([C:30]([O:32][CH:33]([CH3:35])[CH3:34])=[O:31])[CH2:28][CH2:29]3)=[CH:20][CH:21]=2)=[CH:7][CH:6]=1)=[O:4]. The catalyst is Cl[Pd](Cl)([P](C1C=CC=CC=1)(C1C=CC=CC=1)C1C=CC=CC=1)[P](C1C=CC=CC=1)(C1C=CC=CC=1)C1C=CC=CC=1.COCCOC. (2) The catalyst is C(OCC)(=O)C.C1C=CC(P(C2C=CC=CC=2)[C-]2C=CC=C2)=CC=1.C1C=CC(P(C2C=CC=CC=2)[C-]2C=CC=C2)=CC=1.Cl[Pd]Cl.[Fe+2].[Zn].[C-]#N.[Zn+2].[C-]#N. The product is [F:26][CH:25]([F:27])[O:24][C:4]1[CH:3]=[C:2]([C:28]#[N:29])[C:10]2[C:9](=[O:11])[N:8]([CH2:12][C:13]3[CH:18]=[CH:17][C:16]([O:19][C:20]([F:23])([F:22])[F:21])=[CH:15][CH:14]=3)[CH2:7][C:6]=2[CH:5]=1. The yield is 0.200. The reactants are I[C:2]1[CH:3]=[C:4]([O:24][CH:25]([F:27])[F:26])[CH:5]=[C:6]2[C:10]=1[C:9](=[O:11])[N:8]([CH2:12][C:13]1[CH:18]=[CH:17][C:16]([O:19][C:20]([F:23])([F:22])[F:21])=[CH:15][CH:14]=1)[CH2:7]2.[CH3:28][N:29](C=O)C. (3) The reactants are [CH:1]([N:4]1[CH2:9][CH2:8][CH:7]([OH:10])[CH2:6][CH2:5]1)([CH3:3])[CH3:2].C(N(CC)CC)C.[S:18](Cl)([CH3:21])(=[O:20])=[O:19]. The catalyst is C(Cl)Cl. The product is [CH:1]([N:4]1[CH2:9][CH2:8][CH:7]([O:10][S:18]([CH3:21])(=[O:20])=[O:19])[CH2:6][CH2:5]1)([CH3:3])[CH3:2]. The yield is 1.00. (4) The reactants are Br[CH2:2][C:3]1[CH:4]=[C:5]([N:12]2[CH2:17][CH2:16][O:15][CH2:14][CH2:13]2)[CH:6]=[C:7]([N+:9]([O-:11])=[O:10])[CH:8]=1.[CH3:18][CH:19]([CH3:21])[O-:20].[Na+]. No catalyst specified. The product is [N+:9]([C:7]1[CH:6]=[C:5]([N:12]2[CH2:17][CH2:16][O:15][CH2:14][CH2:13]2)[CH:4]=[C:3]([CH2:2][O:20][CH:19]([CH3:21])[CH3:18])[CH:8]=1)([O-:11])=[O:10]. The yield is 0.580. (5) The reactants are [F:1][C:2]([F:16])([F:15])[C:3](=[N:5][NH:6][C:7]1[CH:8]=[N:9][C:10]([O:13][CH3:14])=[CH:11][CH:12]=1)[NH2:4].[CH3:17][O:18][C:19]1[CH:27]=[CH:26][C:22]([C:23](Cl)=O)=[CH:21][CH:20]=1.N1C=CC=CC=1. The catalyst is CN(C)C1C=CN=CC=1.O1CCOCC1. The product is [CH3:14][O:13][C:10]1[CH:11]=[CH:12][C:7]([N:6]2[C:23]([C:22]3[CH:26]=[CH:27][C:19]([O:18][CH3:17])=[CH:20][CH:21]=3)=[N:4][C:3]([C:2]([F:1])([F:15])[F:16])=[N:5]2)=[CH:8][N:9]=1. The yield is 0.191. (6) The reactants are [H-].[Na+].[CH2:3]([O:5][C:6](=[O:22])[C:7]([OH:21])=[CH:8][C:9]([C:11]1[C:19]2[C:14](=[CH:15][CH:16]=[C:17]([Cl:20])[CH:18]=2)[NH:13][CH:12]=1)=[O:10])[CH3:4].[C:23]1([S:29](Cl)(=[O:31])=[O:30])[CH:28]=[CH:27][CH:26]=[CH:25][CH:24]=1.CN(C=O)C. The catalyst is C1COCC1. The product is [CH2:3]([O:5][C:6](=[O:22])[C:7]([OH:21])=[CH:8][C:9]([C:11]1[C:19]2[C:14](=[CH:15][CH:16]=[C:17]([Cl:20])[CH:18]=2)[N:13]([S:29]([C:23]2[CH:28]=[CH:27][CH:26]=[CH:25][CH:24]=2)(=[O:31])=[O:30])[CH:12]=1)=[O:10])[CH3:4]. The yield is 0.870. (7) The reactants are [Cl:1][C:2]1[CH:7]=[CH:6][C:5]([N+:8]([O-])=O)=[CH:4][C:3]=1[OH:11].[Cl-].[NH4+]. The catalyst is C(O)C.O.[Fe]. The product is [NH2:8][C:5]1[CH:6]=[CH:7][C:2]([Cl:1])=[C:3]([OH:11])[CH:4]=1. The yield is 0.960. (8) The reactants are Cl[CH2:2][C:3]1[CH:4]=[C:5]([C:21]([NH:23][CH2:24][C:25]2[CH:30]=[CH:29][C:28]([S:31]([CH3:34])(=[O:33])=[O:32])=[CH:27][CH:26]=2)=[O:22])[C:6](=[O:20])[N:7]([C:10]2[CH:15]=[CH:14][CH:13]=[C:12]([C:16]([F:19])([F:18])[F:17])[CH:11]=2)[C:8]=1[CH3:9].[CH3:35][NH:36][CH3:37]. The catalyst is C(O)C. The product is [CH3:35][N:36]([CH2:2][C:3]1[CH:4]=[C:5]([C:21]([NH:23][CH2:24][C:25]2[CH:30]=[CH:29][C:28]([S:31]([CH3:34])(=[O:33])=[O:32])=[CH:27][CH:26]=2)=[O:22])[C:6](=[O:20])[N:7]([C:10]2[CH:15]=[CH:14][CH:13]=[C:12]([C:16]([F:19])([F:18])[F:17])[CH:11]=2)[C:8]=1[CH3:9])[CH3:37]. The yield is 0.790. (9) The reactants are [Si:1]([O:8][CH2:9][CH:10]1[CH2:12][CH:11]1[C:13]1[N:17]2[C:18](=[O:35])[CH:19]=[C:20]([CH2:22][N:23]3[C:27]([CH:28]4[CH2:30][CH2:29]4)=[CH:26][C:25]([C:31]([F:34])([F:33])[F:32])=[N:24]3)[N:21]=[C:16]2[S:15][C:14]=1[CH3:36])([C:4]([CH3:7])([CH3:6])[CH3:5])([CH3:3])[CH3:2].[CH2:37]([Li])CCC.CI. The catalyst is O1CCCC1. The product is [Si:1]([O:8][CH2:9][C@@H:10]1[CH2:12][C@H:11]1[C:13]1[N:17]2[C:18](=[O:35])[CH:19]=[C:20]([CH:22]([N:23]3[C:27]([CH:28]4[CH2:30][CH2:29]4)=[CH:26][C:25]([C:31]([F:32])([F:33])[F:34])=[N:24]3)[CH3:37])[N:21]=[C:16]2[S:15][C:14]=1[CH3:36])([C:4]([CH3:6])([CH3:7])[CH3:5])([CH3:3])[CH3:2]. The yield is 0.350.